Dataset: Full USPTO retrosynthesis dataset with 1.9M reactions from patents (1976-2016). Task: Predict the reactants needed to synthesize the given product. (1) Given the product [C:9]1(=[O:10])[NH:5][C:6](=[O:15])[C:7]2=[CH:14][CH:13]=[CH:12][CH:11]=[C:8]12, predict the reactants needed to synthesize it. The reactants are: BrCCC[N:5]1[C:9](=[O:10])[C:8]2=[CH:11][CH:12]=[CH:13][CH:14]=[C:7]2[C:6]1=[O:15].C(=O)([O-])[O-].[K+].[K+].O.C(OCC)(=O)C. (2) Given the product [ClH:1].[ClH:1].[CH3:21][C:6]1[C:7]([C:8]2[CH:17]=[CH:16][CH:15]=[C:14]3[C:9]=2[CH2:10][CH2:11][C@H:12]([N:18]([CH3:19])[CH3:20])[CH2:13]3)=[C:3]([CH3:2])[NH:4][N:5]=1, predict the reactants needed to synthesize it. The reactants are: [ClH:1].[CH3:2][C:3]1[C:7]([C:8]2[CH:17]=[CH:16][CH:15]=[C:14]3[C:9]=2[CH2:10][CH2:11][C@H:12]([N:18]([CH3:20])[CH3:19])[CH2:13]3)=[C:6]([CH3:21])[NH:5][N:4]=1. (3) The reactants are: [H-].[Na+].[C:3]([C:5]1[C:10]([C:11]2[NH:15][CH:14]=[C:13]([CH2:16][N:17]([CH3:25])[C:18](=[O:24])[O:19][C:20]([CH3:23])([CH3:22])[CH3:21])[CH:12]=2)=[CH:9][CH:8]=[CH:7][N:6]=1)#[N:4].C1OCCOCCOCCOCCOC1.[Cl:41][C:42]1[CH:47]=[CH:46][CH:45]=[CH:44][C:43]=1[S:48](Cl)(=[O:50])=[O:49].[Cl-].[NH4+]. Given the product [Cl:41][C:42]1[CH:47]=[CH:46][CH:45]=[CH:44][C:43]=1[S:48]([N:15]1[C:11]([C:10]2[C:5]([C:3]#[N:4])=[N:6][CH:7]=[CH:8][CH:9]=2)=[CH:12][C:13]([CH2:16][N:17]([CH3:25])[C:18](=[O:24])[O:19][C:20]([CH3:21])([CH3:22])[CH3:23])=[CH:14]1)(=[O:50])=[O:49], predict the reactants needed to synthesize it. (4) Given the product [NH2:9][C:8]1[O:5][C:1]([CH:2]([CH3:4])[CH3:3])=[N:6][C:7]=1[C:10]([O:12][CH2:13][CH3:14])=[O:11], predict the reactants needed to synthesize it. The reactants are: [C:1]([NH:6][C@H:7]([C:10]([O:12][CH2:13][CH3:14])=[O:11])[C:8]#[N:9])(=[O:5])[CH:2]([CH3:4])[CH3:3]. (5) Given the product [N:1]1([C:10]2[S:14][C:13]([C:15]([NH2:28])=[O:17])=[C:12]([O:19][CH2:20][C:21]3[CH:26]=[CH:25][CH:24]=[C:23]([CH3:27])[CH:22]=3)[CH:11]=2)[C:5]2[CH:6]=[CH:7][CH:8]=[CH:9][C:4]=2[N:3]=[CH:2]1, predict the reactants needed to synthesize it. The reactants are: [N:1]1([C:10]2[S:14][C:13]([C:15]([O:17]C)=O)=[C:12]([O:19][CH2:20][C:21]3[CH:26]=[CH:25][CH:24]=[C:23]([CH3:27])[CH:22]=3)[CH:11]=2)[C:5]2[CH:6]=[CH:7][CH:8]=[CH:9][C:4]=2[N:3]=[CH:2]1.[NH3:28].